This data is from Reaction yield outcomes from USPTO patents with 853,638 reactions. The task is: Predict the reaction yield, written as a fraction of the theoretical maximum amount of product (1.0 means a 100% yield; for example, 0.34 means a 34% yield). The reactants are C[O:2][C:3](=[O:17])[C:4]1[CH:9]=[CH:8][C:7]([O:10][CH3:11])=[CH:6][C:5]=1[O:12][CH:13]([CH2:15][CH3:16])[CH3:14].O.[OH-].[Li+].O.Cl. The catalyst is O.CO. The product is [CH:13]([O:12][C:5]1[CH:6]=[C:7]([O:10][CH3:11])[CH:8]=[CH:9][C:4]=1[C:3]([OH:17])=[O:2])([CH2:15][CH3:16])[CH3:14]. The yield is 0.920.